Dataset: Peptide-MHC class I binding affinity with 185,985 pairs from IEDB/IMGT. Task: Regression. Given a peptide amino acid sequence and an MHC pseudo amino acid sequence, predict their binding affinity value. This is MHC class I binding data. (1) The peptide sequence is NTCKPTILAT. The MHC is HLA-A02:02 with pseudo-sequence HLA-A02:02. The binding affinity (normalized) is 0.433. (2) The peptide sequence is FLPSDYFPSV. The MHC is HLA-A11:01 with pseudo-sequence HLA-A11:01. The binding affinity (normalized) is 0. (3) The peptide sequence is VVPLYDTPL. The MHC is HLA-A26:01 with pseudo-sequence HLA-A26:01. The binding affinity (normalized) is 0.0847. (4) The peptide sequence is LEGAGELIRI. The MHC is Mamu-B01 with pseudo-sequence Mamu-B01. The binding affinity (normalized) is 0. (5) The peptide sequence is QNGALAINTF. The MHC is HLA-A11:01 with pseudo-sequence HLA-A11:01. The binding affinity (normalized) is 0. (6) The peptide sequence is LLIHQGMHM. The MHC is HLA-A02:02 with pseudo-sequence HLA-A02:02. The binding affinity (normalized) is 0.335. (7) The peptide sequence is VNSIQRRTL. The MHC is H-2-Db with pseudo-sequence H-2-Db. The binding affinity (normalized) is 0. (8) The peptide sequence is RPRRASSPF. The MHC is HLA-B57:01 with pseudo-sequence HLA-B57:01. The binding affinity (normalized) is 0.0847. (9) The peptide sequence is FRYNGLIHR. The MHC is HLA-A30:02 with pseudo-sequence HLA-A30:02. The binding affinity (normalized) is 0.0624.